Dataset: Full USPTO retrosynthesis dataset with 1.9M reactions from patents (1976-2016). Task: Predict the reactants needed to synthesize the given product. (1) Given the product [Cl:1][C:2]1[C:7]([NH2:8])=[CH:6][CH:5]=[C:4]([O:11][CH3:12])[N:3]=1, predict the reactants needed to synthesize it. The reactants are: [Cl:1][C:2]1[C:7]([N+:8]([O-])=O)=[CH:6][CH:5]=[C:4]([O:11][CH3:12])[N:3]=1.N([O-])=O.[Na+]. (2) Given the product [NH2:12][CH:13]([C:44]1[CH:49]=[CH:48][CH:47]=[CH:46][CH:45]=1)[C:14]([NH:16][CH2:17][C:18]1[CH:23]=[CH:22][C:21]([NH:24][C:25]([C:27]2[C:28]([C:33]3[CH:38]=[CH:37][C:36]([C:39]([F:42])([F:41])[F:40])=[CH:35][CH:34]=3)=[CH:29][CH:30]=[CH:31][CH:32]=2)=[O:26])=[C:20]([Cl:11])[CH:19]=1)=[O:15], predict the reactants needed to synthesize it. The reactants are: NC1C=CC(C(O)=O)=CC=1[Cl:11].[NH2:12][CH:13]([C:44]1[CH:49]=[CH:48][CH:47]=[CH:46][CH:45]=1)[C:14]([NH:16][CH2:17][C:18]1[CH:23]=[CH:22][C:21]([NH:24][C:25]([C:27]2[C:28]([C:33]3[CH:38]=[CH:37][C:36]([C:39]([F:42])([F:41])[F:40])=[CH:35][CH:34]=3)=[CH:29][CH:30]=[CH:31][CH:32]=2)=[O:26])=[C:20](C)[CH:19]=1)=[O:15].